This data is from Catalyst prediction with 721,799 reactions and 888 catalyst types from USPTO. The task is: Predict which catalyst facilitates the given reaction. (1) Reactant: [CH2:1]([C:3]1[C:12]2[C:7](=[CH:8][C:9]([O:15][CH3:16])=[C:10]([O:13][CH3:14])[CH:11]=2)[CH:6]=[C:5]([OH:17])[N:4]=1)[CH3:2].[ClH:18].[CH2:19]([NH:26][C:27]1[C:36]([CH2:37][Cl:38])=[CH:35][C:34]2[C:29](=[CH:30][CH:31]=[C:32]([O:39][CH3:40])[CH:33]=2)[N:28]=1)[C:20]1[CH:25]=[CH:24][CH:23]=[CH:22][CH:21]=1.[Li+].[OH-]. Product: [ClH:38].[ClH:18].[CH2:19]([NH:26][C:27]1[C:36]([CH2:37][C:6]2[C:7]3[C:12](=[CH:11][C:10]([O:13][CH3:14])=[C:9]([O:15][CH3:16])[CH:8]=3)[C:3]([CH2:1][CH3:2])=[N:4][C:5]=2[OH:17])=[CH:35][C:34]2[C:29](=[CH:30][CH:31]=[C:32]([O:39][CH3:40])[CH:33]=2)[N:28]=1)[C:20]1[CH:21]=[CH:22][CH:23]=[CH:24][CH:25]=1. The catalyst class is: 76. (2) Reactant: S([O:6][CH3:7])(OC)(=O)=O.[OH:8][CH2:9][C@H:10]1[O:15][C:14]([CH3:17])([CH3:16])[O:13][C@@H:12]([CH2:18][C:19](O)=[O:20])[CH2:11]1.C(=O)(O)[O-].[Na+]. Product: [OH:8][CH2:9][C@H:10]1[O:15][C:14]([CH3:17])([CH3:16])[O:13][C@@H:12]([CH2:18][C:19]([O:6][CH3:7])=[O:20])[CH2:11]1. The catalyst class is: 5. (3) Reactant: [Si:1]([O:8][C@H:9]1[CH2:13][CH2:12][N:11](/[N:14]=[CH:15]/[C:16]2[CH:23]=[CH:22][C:19]([C:20]#[N:21])=[C:18]([Cl:24])[C:17]=2[CH3:25])[C@@H:10]1[CH:26]=[O:27])([C:4]([CH3:7])([CH3:6])[CH3:5])([CH3:3])[CH3:2]. Product: [Si:1]([O:8][C@@H:9]1[C@@H:10]2[N:11]([N:14]=[C:15]([C:16]3[CH:23]=[CH:22][C:19]([C:20]#[N:21])=[C:18]([Cl:24])[C:17]=3[CH3:25])[C@H:26]2[OH:27])[CH2:12][CH2:13]1)([C:4]([CH3:7])([CH3:6])[CH3:5])([CH3:3])[CH3:2]. The catalyst class is: 34. (4) Reactant: C(O[C:6]([NH:8][C:9]1[CH:14]=[CH:13][CH:12]=[CH:11][C:10]=1[NH2:15])=[O:7])(C)(C)C.[CH3:16][N:17]1[CH2:22][CH2:21][O:20][CH2:19][CH2:18]1.CON1N=[C:29](OC)[CH:28]=[C:27](Cl)[NH:26]1.Cl.[CH3:35]N(C)C=O. Product: [NH2:15][C:10]1[CH:11]=[CH:12][CH:13]=[CH:14][C:9]=1[NH:8][C:6](=[O:7])[C:28]1[CH:29]=[CH:35][C:16]([N:17]2[CH2:22][CH2:21][O:20][CH2:19][CH2:18]2)=[N:26][CH:27]=1. The catalyst class is: 38. (5) Reactant: [O:1]1[CH2:6][CH2:5][C:4](=O)[CH2:3][CH2:2]1.[NH:8]1[CH2:13][CH2:12][O:11][CH2:10][CH2:9]1.O. Product: [O:1]1[CH2:6][CH:5]=[C:4]([N:8]2[CH2:13][CH2:12][O:11][CH2:10][CH2:9]2)[CH2:3][CH2:2]1. The catalyst class is: 11. (6) Reactant: [OH-].[Na+].[Br:3][C:4]1[N:16]=[C:7]2[CH:8]=[C:9]([C:12]([O:14]C)=[O:13])[CH:10]=[CH:11][N:6]2[N:5]=1. Product: [Br:3][C:4]1[N:16]=[C:7]2[CH:8]=[C:9]([C:12]([OH:14])=[O:13])[CH:10]=[CH:11][N:6]2[N:5]=1. The catalyst class is: 5. (7) Reactant: [CH3:1][C:2]1[CH:3]=[C:4]([OH:8])[CH:5]=[CH:6][CH:7]=1.Cl[Sn](Cl)(Cl)Cl.[CH2:14]=[O:15].Cl. Product: [OH:8][C:4]1[CH:3]=[C:2]([CH3:1])[CH:7]=[CH:6][C:5]=1[CH:14]=[O:15]. The catalyst class is: 93. (8) Reactant: [Li+].[OH-:2].[O:3]=[C:4]1[N:10]([CH:11]2[CH2:16][CH2:15][N:14]([C:17]([O:19][C@@H:20](OC)[C:21](=C=O)[C:22]3[CH:27]=[C:26]([N+:28]([O-:30])=[O:29])[C:25]([NH2:31])=[C:24]([CH3:32])[CH:23]=3)=[O:18])[CH2:13][CH2:12]2)[CH2:9][CH2:8][C:7]2[CH:37]=[CH:38][CH:39]=[CH:40][C:6]=2[NH:5]1.C1[CH2:45][O:44]CC1. Product: [O:3]=[C:4]1[N:10]([CH:11]2[CH2:12][CH2:13][N:14]([C:17]([O:19][C@@H:20]([C:45]([OH:44])=[O:2])[CH2:21][C:22]3[CH:27]=[C:26]([N+:28]([O-:30])=[O:29])[C:25]([NH2:31])=[C:24]([CH3:32])[CH:23]=3)=[O:18])[CH2:15][CH2:16]2)[CH2:9][CH2:8][C:7]2[CH:37]=[CH:38][CH:39]=[CH:40][C:6]=2[NH:5]1. The catalyst class is: 6. (9) Reactant: [Cl:1][C:2]1[C:3]([CH3:37])=[N:4][O:5][C:6]=1[N:7]([CH2:31][O:32][CH2:33][CH2:34][O:35][CH3:36])[S:8]([C:11]1[C:19]2[C:14](=[N:15][CH:16]=[CH:17][CH:18]=2)[S:13][C:12]=1[CH:20](O)[C:21]1[CH:26]=[CH:25][C:24]2[O:27][CH2:28][O:29][C:23]=2[CH:22]=1)(=[O:10])=[O:9].C([SiH](CC)CC)C.B(F)(F)F.CCOCC. Product: [Cl:1][C:2]1[C:3]([CH3:37])=[N:4][O:5][C:6]=1[N:7]([CH2:31][O:32][CH2:33][CH2:34][O:35][CH3:36])[S:8]([C:11]1[C:19]2[C:14](=[N:15][CH:16]=[CH:17][CH:18]=2)[S:13][C:12]=1[CH2:20][C:21]1[CH:26]=[CH:25][C:24]2[O:27][CH2:28][O:29][C:23]=2[CH:22]=1)(=[O:9])=[O:10]. The catalyst class is: 91.